Dataset: Forward reaction prediction with 1.9M reactions from USPTO patents (1976-2016). Task: Predict the product of the given reaction. Given the reactants [CH2:1]([O:3][CH:4]([O:19][CH2:20][CH3:21])[C@@H:5]([NH:7][CH2:8][C:9]1[CH:18]=[CH:17][CH:16]=[C:15]2[C:10]=1[N:11]=[CH:12][CH:13]=[N:14]2)[CH3:6])[CH3:2].[CH:22]1[C:34]2[CH:33]([CH2:35][O:36][C:37]([NH:39][C@@H:40]([CH2:44][C:45]3[CH:50]=[CH:49][C:48]([O:51][C:52]([CH3:55])([CH3:54])[CH3:53])=[CH:47][CH:46]=3)[C:41](O)=[O:42])=[O:38])[C:32]3[C:27](=[CH:28][CH:29]=[CH:30][CH:31]=3)[C:26]=2[CH:25]=[CH:24][CH:23]=1, predict the reaction product. The product is: [C:52]([O:51][C:48]1[CH:47]=[CH:46][C:45]([CH2:44][C@H:40]([NH:39][C:37](=[O:38])[O:36][CH2:35][CH:33]2[C:34]3[CH:22]=[CH:23][CH:24]=[CH:25][C:26]=3[C:27]3[C:32]2=[CH:31][CH:30]=[CH:29][CH:28]=3)[C:41]([N:7]([C@@H:5]([CH3:6])[CH:4]([O:19][CH2:20][CH3:21])[O:3][CH2:1][CH3:2])[CH2:8][C:9]2[CH:18]=[CH:17][CH:16]=[C:15]3[C:10]=2[N:11]=[CH:12][CH:13]=[N:14]3)=[O:42])=[CH:50][CH:49]=1)([CH3:55])([CH3:53])[CH3:54].